This data is from Peptide-MHC class I binding affinity with 185,985 pairs from IEDB/IMGT. The task is: Regression. Given a peptide amino acid sequence and an MHC pseudo amino acid sequence, predict their binding affinity value. This is MHC class I binding data. (1) The binding affinity (normalized) is 0.555. The MHC is HLA-A02:02 with pseudo-sequence HLA-A02:02. The peptide sequence is ILLEDSSGNLV. (2) The MHC is HLA-B44:02 with pseudo-sequence HLA-B44:02. The peptide sequence is FMGRLGPEY. The binding affinity (normalized) is 0.0847. (3) The peptide sequence is YLLLTTNGT. The MHC is HLA-B53:01 with pseudo-sequence HLA-B53:01. The binding affinity (normalized) is 0.213. (4) The peptide sequence is GMFTDRSGSQ. The MHC is HLA-A32:01 with pseudo-sequence HLA-A32:01. The binding affinity (normalized) is 0. (5) The binding affinity (normalized) is 0.222. The MHC is HLA-A68:02 with pseudo-sequence HLA-A68:02. The peptide sequence is TAFTIPSI.